This data is from Peptide-MHC class I binding affinity with 185,985 pairs from IEDB/IMGT. The task is: Regression. Given a peptide amino acid sequence and an MHC pseudo amino acid sequence, predict their binding affinity value. This is MHC class I binding data. (1) The peptide sequence is ALDLSHFLK. The MHC is HLA-B40:01 with pseudo-sequence HLA-B40:01. The binding affinity (normalized) is 0.0941. (2) The peptide sequence is IAYRFVGL. The MHC is H-2-Db with pseudo-sequence H-2-Db. The binding affinity (normalized) is 0.297. (3) The peptide sequence is FSQHNYRQGY. The MHC is HLA-A30:02 with pseudo-sequence HLA-A30:02. The binding affinity (normalized) is 0.340. (4) The MHC is HLA-B53:01 with pseudo-sequence HLA-B53:01. The peptide sequence is GGKKKYKL. The binding affinity (normalized) is 0. (5) The peptide sequence is DLIAMENLK. The MHC is HLA-A68:01 with pseudo-sequence HLA-A68:01. The binding affinity (normalized) is 0.742. (6) The peptide sequence is ILYLYETYHL. The MHC is HLA-A02:01 with pseudo-sequence HLA-A02:01. The binding affinity (normalized) is 0.797.